Dataset: Catalyst prediction with 721,799 reactions and 888 catalyst types from USPTO. Task: Predict which catalyst facilitates the given reaction. (1) Reactant: [F:1][C:2]([F:12])([F:11])[C:3]1[CH:8]=[CH:7][C:6]([Mg]Br)=[CH:5][CH:4]=1.[O:13]=[C:14]1[CH2:19][CH2:18][C@@H:17]([NH:20][C:21](=[O:27])[O:22][C:23]([CH3:26])([CH3:25])[CH3:24])[CH:16]=[CH:15]1. Product: [O:13]=[C:14]1[CH2:15][CH2:16][C@@H:17]([NH:20][C:21](=[O:27])[O:22][C:23]([CH3:25])([CH3:24])[CH3:26])[C@H:18]([C:6]2[CH:7]=[CH:8][C:3]([C:2]([F:12])([F:11])[F:1])=[CH:4][CH:5]=2)[CH2:19]1. The catalyst class is: 1. (2) Reactant: [NH:1]=[C:2]([NH:4][CH2:5][CH2:6][S:7][CH2:8][C@@:9]([CH3:14])([C:11]([OH:13])=[O:12])[NH2:10])[CH3:3].CN(C=O)C.[C:20]([OH:27])(=[O:26])/[CH:21]=[CH:22]\[C:23]([OH:25])=[O:24].O. Product: [C:20]([OH:27])(=[O:26])/[CH:21]=[CH:22]\[C:23]([OH:25])=[O:24].[NH:1]=[C:2]([NH:4][CH2:5][CH2:6][S:7][CH2:8][C@@:9]([CH3:14])([C:11]([OH:13])=[O:12])[NH2:10])[CH3:3]. The catalyst class is: 10. (3) Reactant: Br[C:2]1[CH:11]=[C:10]2[C:5]([N:6](C(=O)C(F)(F)F)[C@@H:7]([CH3:20])[CH2:8][N:9]2[C:12]([O:14][CH:15]2[CH2:19][CH2:18][CH2:17][CH2:16]2)=[O:13])=[CH:4][CH:3]=1.CC1(C)C(C)(C)OB([N:35]2[CH:39]=[CH:38][CH:37]=[N:36]2)O1.[CH3:41][CH:42]([C:44]1C=C(C(C)C)C(C2C=CC=CC=2P(C2CCCCC2)C2CCCCC2)=C(C(C)C)C=1)C.C(=O)([O-])[O-].[Cs+].[Cs+]. Product: [CH:44]1([N:35]2[CH:39]=[C:38]([C:2]3[CH:11]=[C:10]4[C:5]([NH:6][C@@H:7]([CH3:20])[CH2:8][N:9]4[C:12]([O:14][CH:15]4[CH2:16][CH2:17][CH2:18][CH2:19]4)=[O:13])=[CH:4][CH:3]=3)[CH:37]=[N:36]2)[CH2:42][CH2:41]1. The catalyst class is: 333. (4) Reactant: CN1C=C(CN(C)C(C2N(C3C=CC(F)=CC=3)C(S)=NC=2)=O)C(C)=N1.[F:26][C:27]1[CH:32]=[CH:31][C:30]([N:33]2[C:37]([C:38]([O:40]CC)=[O:39])=[CH:36][N:35]=[C:34]2[S:43][CH2:44][C:45]2[C:50]([F:51])=[CH:49][CH:48]=[C:47]([F:52])[C:46]=2[F:53])=[CH:29][CH:28]=1.O.[OH-].[Li+].C1COCC1. The catalyst class is: 72. Product: [F:26][C:27]1[CH:32]=[CH:31][C:30]([N:33]2[C:37]([C:38]([OH:40])=[O:39])=[CH:36][N:35]=[C:34]2[S:43][CH2:44][C:45]2[C:50]([F:51])=[CH:49][CH:48]=[C:47]([F:52])[C:46]=2[F:53])=[CH:29][CH:28]=1. (5) Reactant: [I:1][C:2]1[CH:10]=[C:6]([C:7]([OH:9])=[O:8])[C:5]([OH:11])=[CH:4][CH:3]=1.Cl.CN(C)[CH2:15][CH2:16]CN=C=N.O.ON1C2C=CC=CC=2N=N1.C(O)C. Product: [I:1][C:2]1[CH:10]=[C:6]([C:7]([O:9][CH2:15][CH3:16])=[O:8])[C:5]([OH:11])=[CH:4][CH:3]=1. The catalyst class is: 35. (6) Reactant: [Cl:1][C:2]1[N:7]=[C:6](Cl)[CH:5]=[CH:4][N:3]=1.[CH:9]([N:12](C(C)C)CC)(C)C.CN. Product: [Cl:1][C:2]1[N:7]=[C:6]([NH:12][CH3:9])[CH:5]=[CH:4][N:3]=1. The catalyst class is: 8. (7) Reactant: [C:1]([C:3]1[CH:11]=[CH:10][C:6]([C:7]([NH2:9])=[O:8])=[CH:5][C:4]=1[N+:12]([O-:14])=[O:13])#[CH:2].Cl[C:16]([O:18][CH3:19])=[O:17].[H-].[Na+].Cl. Product: [CH3:19][O:18][C:16]([NH:9][C:7](=[O:8])[C:6]1[CH:10]=[CH:11][C:3]([C:1]#[CH:2])=[C:4]([N+:12]([O-:14])=[O:13])[CH:5]=1)=[O:17]. The catalyst class is: 7.